From a dataset of Full USPTO retrosynthesis dataset with 1.9M reactions from patents (1976-2016). Predict the reactants needed to synthesize the given product. (1) Given the product [F:1][C:2]1[C:3]([F:24])=[CH:4][C:5]2[CH:6]=[C:7]3[C:22](=[O:23])[NH:21][CH2:20][CH2:19][CH2:25][N:8]3[C:9]=2[C:10]=1[C:11]1[CH:12]=[CH:13][C:14]([O:17][CH3:18])=[CH:15][CH:16]=1, predict the reactants needed to synthesize it. The reactants are: [F:1][C:2]1[C:3]([F:24])=[CH:4][C:5]2[CH:6]=[C:7]3[C:22](=[O:23])[NH:21][CH2:20][CH2:19][N:8]3[C:9]=2[C:10]=1[C:11]1[CH:16]=[CH:15][C:14]([O:17][CH3:18])=[CH:13][CH:12]=1.[CH3:25]OC1C=CC(B(O)O)=CC=1. (2) Given the product [F:38][C:39]([F:58])([F:57])[S:40]([O:1][C:2]1[CH:7]=[CH:6][CH:5]=[C:4]([C:8]2[C:17]3[CH2:16][CH2:15][C@H:14]4[C@H:18]([CH3:23])[C:19](=[O:22])[CH2:20][CH2:21][C@:13]4([C:24]4[CH:25]=[CH:26][CH:27]=[CH:28][CH:29]=4)[C:12]=3[N:11]=[C:10]([CH3:30])[N:9]=2)[CH:3]=1)(=[O:42])=[O:41], predict the reactants needed to synthesize it. The reactants are: [OH:1][C:2]1[CH:3]=[C:4]([C:8]2[C:17]3[CH2:16][CH2:15][C@H:14]4[C@H:18]([CH3:23])[C:19](=[O:22])[CH2:20][CH2:21][C@:13]4([C:24]4[CH:29]=[CH:28][CH:27]=[CH:26][CH:25]=4)[C:12]=3[N:11]=[C:10]([CH3:30])[N:9]=2)[CH:5]=[CH:6][CH:7]=1.C(N(CC)CC)C.[F:38][C:39]([F:58])([F:57])[S:40](N([S:40]([C:39]([F:58])([F:57])[F:38])(=[O:42])=[O:41])C1C=CC=CC=1)(=[O:42])=[O:41]. (3) Given the product [CH3:7][C:8]1[CH:13]=[CH:12][N:11]=[CH:10][C:9]=1[NH:14][C:15](=[O:18])[O:16][CH3:17], predict the reactants needed to synthesize it. The reactants are: CC(C)([O-])C.[K+].[CH3:7][C:8]1[CH:13]=[CH:12][N:11]=[CH:10][C:9]=1[NH2:14].[C:15](=O)([O:18]C)[O:16][CH3:17].O. (4) The reactants are: S(Cl)(Cl)=[O:2].[OH:5][C:6]1[CH:13]=[CH:12][C:9]([CH:10]=[O:11])=[CH:8][CH:7]=1.[N:14]1[CH:19]=[CH:18][CH:17]=[CH:16][CH:15]=1.[C:20]([OH:26])(=[O:25])[CH2:21][C:22](O)=O.N1CCCC1.[C:32]1(C)[CH:37]=[CH:36][CH:35]=[CH:34][CH:33]=1. Given the product [C:19]([CH2:18][CH2:17][CH2:16][CH2:15][O:5][C:6]1[CH:13]=[CH:12][C:9]([C:10]([O:2][C:32]2[CH:37]=[CH:36][C:35](/[CH:22]=[CH:21]/[C:20]([OH:26])=[O:25])=[CH:34][CH:33]=2)=[O:11])=[CH:8][CH:7]=1)#[N:14], predict the reactants needed to synthesize it. (5) Given the product [F:1][C:2]1[CH:3]=[C:4]([C:13]2[N:18]=[C:17]([N:19]3[CH2:23][C@@H:22]([CH3:24])[CH2:21][C:20]3([CH3:26])[CH3:25])[C:16]([C:27]([NH2:32])=[O:29])=[CH:15][CH:14]=2)[CH:5]=[C:6]([O:8][CH2:9][CH:10]([CH3:12])[CH3:11])[CH:7]=1, predict the reactants needed to synthesize it. The reactants are: [F:1][C:2]1[CH:3]=[C:4]([C:13]2[N:18]=[C:17]([N:19]3[CH2:23][C@@H:22]([CH3:24])[CH2:21][C:20]3([CH3:26])[CH3:25])[C:16]([C:27]([OH:29])=O)=[CH:15][CH:14]=2)[CH:5]=[C:6]([O:8][CH2:9][CH:10]([CH3:12])[CH3:11])[CH:7]=1.C1N=C[N:32](C(N2C=NC=C2)=O)C=1.[OH-].[NH4+]. (6) The reactants are: [CH3:1][S:2][C:3]1[CH:8]=[CH:7][C:6]([C:9]2[N:14]=[CH:13][C:12]([OH:15])=[CH:11][CH:10]=2)=[CH:5][CH:4]=1.CS(O[CH2:21][CH:22]1[CH2:27][CH2:26][N:25]([C:28]2[O:32][N:31]=[C:30]([CH:33]([CH3:35])[CH3:34])[N:29]=2)[CH2:24][CH2:23]1)(=O)=O.C([O-])([O-])=O.[K+].[K+].CN(C=O)C. Given the product [CH3:35][CH:33]([C:30]1[N:29]=[C:28]([N:25]2[CH2:24][CH2:23][CH:22]([CH2:21][O:15][C:12]3[CH:11]=[CH:10][C:9]([C:6]4[CH:5]=[CH:4][C:3]([S:2][CH3:1])=[CH:8][CH:7]=4)=[N:14][CH:13]=3)[CH2:27][CH2:26]2)[O:32][N:31]=1)[CH3:34], predict the reactants needed to synthesize it. (7) Given the product [F:24][C:25]1[CH:26]=[C:27]([C:2]2[CH:7]=[N:6][CH:5]=[C:4]([NH:8][C@H:9]([C:12]3[CH:17]=[CH:16][CH:15]=[CH:14][CH:13]=3)[CH2:10][OH:11])[CH:3]=2)[CH:28]=[C:29]2[C:33]=1[NH:32][C:31](=[O:34])[CH2:30]2, predict the reactants needed to synthesize it. The reactants are: Br[C:2]1[CH:3]=[C:4]([NH:8][C@H:9]([C:12]2[CH:17]=[CH:16][CH:15]=[CH:14][CH:13]=2)[CH2:10][OH:11])[CH:5]=[N:6][CH:7]=1.C([O-])([O-])=O.[K+].[K+].[F:24][C:25]1[CH:26]=[C:27](B2OC(C)(C)C(C)(C)O2)[CH:28]=[C:29]2[C:33]=1[NH:32][C:31](=[O:34])[CH2:30]2.